From a dataset of Full USPTO retrosynthesis dataset with 1.9M reactions from patents (1976-2016). Predict the reactants needed to synthesize the given product. (1) Given the product [C:34]1([NH:40][NH:41][C:17]([CH:15]2[C:14]([CH3:21])([CH3:20])[S:13][C:12]([C:10]3[S:11][C:7]4[CH:6]=[C:5]([C:1]([CH3:4])([CH3:3])[CH3:2])[CH:23]=[C:22]([O:24][SiH:25]([CH3:27])[CH3:26])[C:8]=4[N:9]=3)=[N:16]2)=[O:18])[CH:39]=[CH:38][CH:37]=[CH:36][CH:35]=1, predict the reactants needed to synthesize it. The reactants are: [C:1]([C:5]1[CH:23]=[C:22]([O:24][SiH:25]([CH3:27])[CH3:26])[C:8]2[N:9]=[C:10]([C:12]3[S:13][C:14]([CH3:21])([CH3:20])[CH:15]([C:17](Cl)=[O:18])[N:16]=3)[S:11][C:7]=2[CH:6]=1)([CH3:4])([CH3:3])[CH3:2].N1C=CC=CC=1.[C:34]1([NH:40][NH2:41])[CH:39]=[CH:38][CH:37]=[CH:36][CH:35]=1. (2) The reactants are: [CH3:1][C:2]1[CH:3]=[C:4]([CH:12]=[C:13]([CH3:15])[CH:14]=1)[O:5][CH:6]([CH2:10][CH3:11])[C:7]([OH:9])=[O:8].C(Cl)Cl.[Cl:19][S:20](O)(=[O:22])=[O:21].C([O-])(O)=O.[Na+]. Given the product [Cl:19][S:20]([C:14]1[C:13]([CH3:15])=[CH:12][C:4]([O:5][CH:6]([CH2:10][CH3:11])[C:7]([OH:9])=[O:8])=[CH:3][C:2]=1[CH3:1])(=[O:22])=[O:21], predict the reactants needed to synthesize it. (3) The reactants are: I[C:2]1[CH:7]=[CH:6][N:5]2[CH:8]=[CH:9][N:10]=[C:4]2[CH:3]=1.Br[C:12]1[CH:17]=[C:16]([CH3:18])[N:15]=[C:14]([CH3:19])[CH:13]=1. Given the product [CH3:19][C:14]1[CH:13]=[C:12]([C:2]2[CH:7]=[CH:6][N:5]3[CH:8]=[CH:9][N:10]=[C:4]3[CH:3]=2)[CH:17]=[C:16]([CH3:18])[N:15]=1, predict the reactants needed to synthesize it. (4) Given the product [Cl:22][C:18]1[CH:19]=[CH:20][N:21]=[C:14]2[C:15]=1[CH:16]=[CH:9][C:8]([C:4]1[N:5]=[CH:6][S:7][C:3]=1[C:2]([F:12])([F:11])[F:1])=[N:13]2, predict the reactants needed to synthesize it. The reactants are: [F:1][C:2]([F:12])([F:11])[C:3]1[S:7][CH:6]=[N:5][C:4]=1[C:8](=O)[CH3:9].[NH2:13][C:14]1[N:21]=[CH:20][CH:19]=[C:18]([Cl:22])[C:15]=1[CH:16]=O.CC(C)([O-])C.[K+]. (5) The reactants are: [H-].[H-].[H-].[H-].[Li+].[Al+3].[Al+3].[Cl-].[Cl-].[Cl-].[Cl:11][C:12]1[CH:13]=[C:14]2[C:18](=[CH:19][CH:20]=1)[NH:17][CH:16]=[C:15]2[C:21](=O)[C:22]([NH2:24])=O.[OH-].[Na+].[O-]S([O-])(=O)=O.[Na+].[Na+].CCOCC.Cl. Given the product [Cl:11][C:12]1[CH:13]=[C:14]2[C:18]([NH:17][CH:16]=[C:15]2[CH2:21][CH2:22][NH2:24])=[CH:19][CH:20]=1, predict the reactants needed to synthesize it.